This data is from Reaction yield outcomes from USPTO patents with 853,638 reactions. The task is: Predict the reaction yield, written as a fraction of the theoretical maximum amount of product (1.0 means a 100% yield; for example, 0.34 means a 34% yield). (1) The reactants are [CH2:1]([O:8][CH2:9][CH2:10][CH2:11][O:12][C:13]1[CH:22]=[C:21]2[C:16]([CH2:17][CH2:18][CH:19]([C:23]([O:25][CH2:26][CH3:27])=[O:24])[O:20]2)=[CH:15][CH:14]=1)[C:2]1[CH:7]=[CH:6][CH:5]=[CH:4][CH:3]=1.CN(C)P(N(C)C)(N(C)C)=O.C[Si]([N-][Si](C)(C)C)(C)C.[Na+].I[CH2:50][CH3:51]. The catalyst is C1COCC1. The product is [CH2:1]([O:8][CH2:9][CH2:10][CH2:11][O:12][C:13]1[CH:22]=[C:21]2[C:16]([CH2:17][CH2:18][C:19]([CH2:50][CH3:51])([C:23]([O:25][CH2:26][CH3:27])=[O:24])[O:20]2)=[CH:15][CH:14]=1)[C:2]1[CH:7]=[CH:6][CH:5]=[CH:4][CH:3]=1. The yield is 0.700. (2) The reactants are [C:1]([O:5][C:6](=[O:28])[NH:7][C:8]1([C:12]2[CH:17]=[CH:16][C:15]([C:18](=O)[CH:19](Br)[C:20]3[CH:25]=[CH:24][CH:23]=[CH:22][CH:21]=3)=[CH:14][CH:13]=2)[CH2:11][CH2:10][CH2:9]1)([CH3:4])([CH3:3])[CH3:2].[NH2:29][C:30]1[CH:35]=[CH:34][C:33]([O:36][CH2:37][CH3:38])=[CH:32][N:31]=1. The catalyst is C(O)C. The product is [C:1]([O:5][C:6](=[O:28])[NH:7][C:8]1([C:12]2[CH:13]=[CH:14][C:15]([C:18]3[N:29]=[C:30]4[CH:35]=[CH:34][C:33]([O:36][CH2:37][CH3:38])=[CH:32][N:31]4[C:19]=3[C:20]3[CH:21]=[CH:22][CH:23]=[CH:24][CH:25]=3)=[CH:16][CH:17]=2)[CH2:9][CH2:10][CH2:11]1)([CH3:3])([CH3:2])[CH3:4]. The yield is 0.280. (3) The reactants are O[C:2]1[CH:11]=[C:10]([C:12]2[CH:17]=[CH:16][C:15]([OH:18])=[CH:14][CH:13]=2)[C:9]2[C:4](=[CH:5][CH:6]=[CH:7][CH:8]=2)[C:3]=1[C:19](=O)[CH3:20].[NH2:22][NH2:23]. The catalyst is C(O)COCCO. The product is [CH3:20][C:19]1[C:3]2[C:4]3[CH:5]=[CH:6][CH:7]=[CH:8][C:9]=3[C:10]([C:12]3[CH:17]=[CH:16][C:15]([OH:18])=[CH:14][CH:13]=3)=[CH:11][C:2]=2[NH:23][N:22]=1. The yield is 0.600. (4) The reactants are [CH3:1][CH2:2][CH2:3][C:4]1[N:12]([CH2:13][C:14]2[CH:19]=[CH:18][C:17]([C:20]3[C:25]([C:26]([O:28]C(C)(C)C)=[O:27])=[CH:24][CH:23]=[CH:22][CH:21]=3)=[CH:16][CH:15]=2)[C:11]2[C:6](=[C:7]([CH3:43])[CH:8]=[C:9]([C:33]3[N:41]([CH3:42])[C:40]4[C:35](=[CH:36][CH:37]=[CH:38][CH:39]=4)[N:34]=3)[CH:10]=2)[N:5]=1.N. The catalyst is CO. The product is [CH3:1][CH2:2][CH2:3][C:4]1[N:12]([CH2:13][C:14]2[CH:19]=[CH:18][C:17]([C:20]3[CH:21]=[CH:22][CH:23]=[CH:24][C:25]=3[C:26]([OH:28])=[O:27])=[CH:16][CH:15]=2)[C:11]2[CH:10]=[C:9]([C:33]3[N:41]([CH3:42])[C:40]4[CH:39]=[CH:38][CH:37]=[CH:36][C:35]=4[N:34]=3)[CH:8]=[C:7]([CH3:43])[C:6]=2[N:5]=1. The yield is 0.730. (5) The reactants are [Cl:1][C:2]1[CH:7]=[CH:6][CH:5]=[C:4]([CH2:8][CH2:9]O)[C:3]=1[OH:11].C1(P(C2C=CC=CC=2)C2C=CC=CC=2)C=CC=CC=1. The catalyst is C1COCC1. The product is [Cl:1][C:2]1[C:3]2[O:11][CH2:9][CH2:8][C:4]=2[CH:5]=[CH:6][CH:7]=1. The yield is 0.920. (6) The reactants are [C:1]([O:5][C:6]([NH:8][C:9]1[N:14]=[CH:13][C:12]([CH2:15][C:16]([O:18]CC)=[O:17])=[CH:11][CH:10]=1)=[O:7])([CH3:4])([CH3:3])[CH3:2].[OH-].[Na+]. The catalyst is CO.O. The product is [C:1]([O:5][C:6]([NH:8][C:9]1[N:14]=[CH:13][C:12]([CH2:15][C:16]([OH:18])=[O:17])=[CH:11][CH:10]=1)=[O:7])([CH3:4])([CH3:2])[CH3:3]. The yield is 0.490. (7) The reactants are CS(O)(=O)=O.[C:6](OC(=O)C)(=[O:8])[CH3:7].[C:13]([O:16][C:17]1[C:18]([CH3:40])=[C:19]([CH:36]=[C:37]([CH3:39])[CH:38]=1)[C:20]([NH:22][C@@H:23]([CH2:29][C:30]1[CH:35]=[CH:34][CH:33]=[CH:32][CH:31]=1)[C@H:24]([OH:28])[C:25]([OH:27])=[O:26])=[O:21])(=[O:15])[CH3:14].CCCCCCC. The catalyst is C(OCC)(=O)C. The product is [C:6]([O:28][C@@H:24]([C@@H:23]([NH:22][C:20](=[O:21])[C:19]1[CH:36]=[C:37]([CH3:39])[CH:38]=[C:17]([O:16][C:13](=[O:15])[CH3:14])[C:18]=1[CH3:40])[CH2:29][C:30]1[CH:35]=[CH:34][CH:33]=[CH:32][CH:31]=1)[C:25]([OH:27])=[O:26])(=[O:8])[CH3:7]. The yield is 0.963.